Dataset: Full USPTO retrosynthesis dataset with 1.9M reactions from patents (1976-2016). Task: Predict the reactants needed to synthesize the given product. (1) Given the product [F:30][C:29]([F:32])([F:31])[C:27]1[CH:26]=[N:25][CH:24]=[C:23]([O:19][CH2:18][C@H:14]2[CH2:15][CH2:16][CH2:17][N:13]2[C:11]([C@H:8]2[CH2:7][CH2:6][C@H:5]([C:4]([F:3])([F:20])[F:21])[CH2:10][CH2:9]2)=[O:12])[CH:28]=1, predict the reactants needed to synthesize it. The reactants are: [H-].[Na+].[F:3][C:4]([F:21])([F:20])[C@H:5]1[CH2:10][CH2:9][C@H:8]([C:11]([N:13]2[CH2:17][CH2:16][CH2:15][C@@H:14]2[CH2:18][OH:19])=[O:12])[CH2:7][CH2:6]1.Br[C:23]1[CH:24]=[N:25][CH:26]=[C:27]([C:29]([F:32])([F:31])[F:30])[CH:28]=1.O. (2) Given the product [Br:1][C:2]1[CH:8]=[CH:7][C:5]([NH:6][C:12]2[C:13]([N+:17]([O-:19])=[O:18])=[CH:14][N:15]=[C:10]([Cl:9])[N:11]=2)=[CH:4][CH:3]=1, predict the reactants needed to synthesize it. The reactants are: [Br:1][C:2]1[CH:8]=[CH:7][C:5]([NH2:6])=[CH:4][CH:3]=1.[Cl:9][C:10]1[N:15]=[C:14](Cl)[C:13]([N+:17]([O-:19])=[O:18])=[CH:12][N:11]=1.C(N(C(C)C)CC)(C)C. (3) Given the product [OH:16][C:8]1[CH:7]=[CH:6][C:5]([C@@H:3]([OH:4])[CH2:2][NH:35][C@@H:32]([C:29]2[CH:30]=[CH:31][CH:26]=[CH:27][CH:28]=2)[CH2:33][OH:34])=[CH:10][C:9]=1[NH:11][S:12]([CH3:15])(=[O:14])=[O:13], predict the reactants needed to synthesize it. The reactants are: Br[CH2:2][C:3]([C:5]1[CH:6]=[CH:7][C:8]([OH:16])=[C:9]([NH:11][S:12]([CH3:15])(=[O:14])=[O:13])[CH:10]=1)=[O:4].C(N(C(C)C)CC)(C)C.[CH:26]1[CH:31]=[CH:30][C:29]([C@H:32]([NH2:35])[CH2:33][OH:34])=[CH:28][CH:27]=1. (4) Given the product [F:11][C:12]1[CH:17]=[CH:16][CH:15]=[CH:14][C:13]=1[C:18]1[CH:19]=[CH:20][C:21]([C:24]2[NH:10][C:5]3[CH:4]=[C:3]([S:2][CH3:1])[CH:8]=[CH:7][C:6]=3[N:9]=2)=[CH:22][CH:23]=1, predict the reactants needed to synthesize it. The reactants are: [CH3:1][S:2][C:3]1[CH:4]=[C:5]([NH2:10])[C:6]([NH2:9])=[CH:7][CH:8]=1.[F:11][C:12]1[CH:17]=[CH:16][CH:15]=[CH:14][C:13]=1[C:18]1[CH:23]=[CH:22][C:21]([CH:24]=O)=[CH:20][CH:19]=1.C[Si](Cl)(C)C. (5) The reactants are: [C:1]1([NH:7][CH2:8][CH2:9][C:10]([OH:12])=O)[CH:6]=[CH:5][CH:4]=[CH:3][CH:2]=1.[OH-].[Na+]. Given the product [NH:7]1[C:1]2[C:2](=[CH:3][CH:4]=[CH:5][CH:6]=2)[C:10](=[O:12])[CH2:9][CH2:8]1, predict the reactants needed to synthesize it. (6) Given the product [CH:7]1[C:6]2[S:9][C:10]3[C:11]4[C:16]([N:17]=[C:18]5[C:23]=3[CH:22]=[CH:21][CH:20]=[CH:19]5)=[CH:15][CH:14]=[CH:13][C:12]=4[C:5]=2[CH:4]=[C:3]([OH:2])[CH:8]=1, predict the reactants needed to synthesize it. The reactants are: C[O:2][C:3]1[CH:8]=[CH:7][C:6]2[S:9][C:10]3[C:11]4[C:16]([N:17]=[C:18]5[C:23]=3[CH:22]=[CH:21][CH:20]=[CH:19]5)=[CH:15][CH:14]=[CH:13][C:12]=4[C:5]=2[CH:4]=1.Cl.N1C=CC=CC=1.